This data is from Reaction yield outcomes from USPTO patents with 853,638 reactions. The task is: Predict the reaction yield, written as a fraction of the theoretical maximum amount of product (1.0 means a 100% yield; for example, 0.34 means a 34% yield). The reactants are Br[CH2:2][C:3]1[NH:12][C:11](=[O:13])[C:10]2[C:5](=[CH:6][CH:7]=[CH:8][CH:9]=2)[N:4]=1.[Cl:14][C:15]1[C:16]([O:38][CH3:39])=[CH:17][C:18]([O:36][CH3:37])=[C:19]([CH2:21][CH2:22][C:23]2([CH:31]3[CH2:35][CH2:34][CH2:33][CH2:32]3)[O:28][C:27](=[O:29])[CH2:26][C:25](=[O:30])[CH2:24]2)[CH:20]=1. No catalyst specified. The product is [Cl:14][C:15]1[C:16]([O:38][CH3:39])=[CH:17][C:18]([O:36][CH3:37])=[C:19]([CH2:21][CH2:22][C:23]2([CH:31]3[CH2:35][CH2:34][CH2:33][CH2:32]3)[O:28][C:27](=[O:29])[C:26]([CH2:2][C:3]3[NH:12][C:11](=[O:13])[C:10]4[C:5](=[CH:6][CH:7]=[CH:8][CH:9]=4)[N:4]=3)=[C:25]([OH:30])[CH2:24]2)[CH:20]=1. The yield is 0.190.